This data is from Forward reaction prediction with 1.9M reactions from USPTO patents (1976-2016). The task is: Predict the product of the given reaction. (1) Given the reactants [NH2:1][C:2]1[CH:3]=[C:4]([CH:9]=[C:10]([C:12]([C:15]#[N:16])([CH3:14])[CH3:13])[CH:11]=1)[C:5]([O:7][CH3:8])=[O:6].CCN(C(C)C)C(C)C.[CH3:26][S:27](Cl)(=[O:29])=[O:28], predict the reaction product. The product is: [CH3:26][S:27]([N:1]([S:27]([CH3:26])(=[O:29])=[O:28])[C:2]1[CH:3]=[C:4]([CH:9]=[C:10]([C:12]([C:15]#[N:16])([CH3:13])[CH3:14])[CH:11]=1)[C:5]([O:7][CH3:8])=[O:6])(=[O:29])=[O:28]. (2) Given the reactants [OH:1][CH:2]1[CH2:7][CH2:6][N:5]([C:8]([O:10][C:11]([CH3:14])([CH3:13])[CH3:12])=[O:9])[CH2:4][CH2:3]1.[CH3:15][S:16](Cl)(=[O:18])=[O:17], predict the reaction product. The product is: [CH3:15][S:16]([O:1][CH:2]1[CH2:3][CH2:4][N:5]([C:8]([O:10][C:11]([CH3:14])([CH3:13])[CH3:12])=[O:9])[CH2:6][CH2:7]1)(=[O:18])=[O:17]. (3) Given the reactants [F:1][C:2]1[CH:7]=[CH:6][CH:5]=[C:4]([F:8])[C:3]=1[N:9]1[C:14]2[N:15]=[C:16](S(C)(=O)=O)[N:17]=[C:18]([C:19]3[CH:24]=[CH:23][C:22]([F:25])=[CH:21][C:20]=3[CH3:26])[C:13]=2[CH:12]=[CH:11][C:10]1=[O:31].[NH2:32][C:33]([CH3:38])([CH2:36][OH:37])[CH2:34][OH:35], predict the reaction product. The product is: [OH:35][CH2:34][C:33]([NH:32][C:16]1[N:17]=[C:18]([C:19]2[CH:24]=[CH:23][C:22]([F:25])=[CH:21][C:20]=2[CH3:26])[C:13]2[CH:12]=[CH:11][C:10](=[O:31])[N:9]([C:3]3[C:2]([F:1])=[CH:7][CH:6]=[CH:5][C:4]=3[F:8])[C:14]=2[N:15]=1)([CH3:38])[CH2:36][OH:37]. (4) Given the reactants [NH2:1][C:2]1[N:7]=[CH:6][N:5]=[C:4]2[N:8]([C:33]3[CH:38]=[CH:37][C:36]([CH:39]=O)=[CH:35][CH:34]=3)[N:9]=[C:10]([C:11]3[CH:16]=[CH:15][C:14]([NH:17][C:18](=[O:30])[C:19]4[CH:24]=[CH:23][C:22]([C:25]([F:28])([F:27])[F:26])=[CH:21][C:20]=4[F:29])=[C:13]([O:31][CH3:32])[CH:12]=3)[C:3]=12.[NH2:41][CH2:42][CH2:43][CH2:44][N:45]1[CH:49]=[CH:48][N:47]=[CH:46]1.C(O[BH-](OC(=O)C)OC(=O)C)(=O)C.[Na+].[OH-].[Na+], predict the reaction product. The product is: [NH2:1][C:2]1[N:7]=[CH:6][N:5]=[C:4]2[N:8]([C:33]3[CH:38]=[CH:37][C:36]([CH2:39][NH:41][CH2:42][CH2:43][CH2:44][N:45]4[CH:49]=[CH:48][N:47]=[CH:46]4)=[CH:35][CH:34]=3)[N:9]=[C:10]([C:11]3[CH:16]=[CH:15][C:14]([NH:17][C:18](=[O:30])[C:19]4[CH:24]=[CH:23][C:22]([C:25]([F:26])([F:28])[F:27])=[CH:21][C:20]=4[F:29])=[C:13]([O:31][CH3:32])[CH:12]=3)[C:3]=12. (5) Given the reactants Br[C:2]1[C:10]2[C:5](=[CH:6][CH:7]=[C:8]([C:11]#[N:12])[CH:9]=2)[N:4]([CH:13]2[CH2:18][CH2:17][CH2:16][CH2:15][O:14]2)[N:3]=1.ClCCl.P([O-])([O-])([O-])=O.[K+].[K+].[K+].C(O[CH2:34][CH3:35])(=O)C, predict the reaction product. The product is: [NH2:3][C:2]1[CH:10]=[C:9]([C:2]2[C:10]3[C:5](=[CH:6][CH:7]=[C:8]([C:11]#[N:12])[CH:9]=3)[N:4]([CH:13]3[CH2:18][CH2:17][CH2:16][CH2:15][O:14]3)[N:3]=2)[CH:8]=[CH:34][CH:35]=1. (6) Given the reactants C(O[C:6]([C:8]1[N:9]=[C:10]([Br:26])[C:11]2[C:16]([C:17]=1[OH:18])=[CH:15][C:14]([S:19][C:20]1[CH:25]=[CH:24][CH:23]=[CH:22][CH:21]=1)=[CH:13][CH:12]=2)=[O:7])CCC.[NH2:27][CH2:28][C:29]([OH:31])=[O:30].C[O-].[Na+], predict the reaction product. The product is: [Br:26][C:10]1[C:11]2[C:16](=[CH:15][C:14]([S:19][C:20]3[CH:25]=[CH:24][CH:23]=[CH:22][CH:21]=3)=[CH:13][CH:12]=2)[C:17]([OH:18])=[C:8]([C:6]([NH:27][CH2:28][C:29]([OH:31])=[O:30])=[O:7])[N:9]=1. (7) Given the reactants [N:1]([CH2:4][CH2:5][C:6]1[C:15]2[CH2:14][S:13][N:12]=[C:11]([NH:16][C:17](=[O:23])[O:18][C:19]([CH3:22])([CH3:21])[CH3:20])[C:10]3=[N:24][N:25]([CH2:27][C:28]4[C:33]([CH3:34])=[C:32]([O:35][CH3:36])[C:31]([CH3:37])=[CH:30][N:29]=4)[N:26]=[C:8]([C:9]=23)[CH:7]=1)=[N+]=[N-].C1(P(C2C=CC=CC=2)C2C=CC=CC=2)C=CC=CC=1.O1CCCC1.[OH-].[Na+], predict the reaction product. The product is: [NH2:1][CH2:4][CH2:5][C:6]1[C:15]2[CH2:14][S:13][N:12]=[C:11]([NH:16][C:17](=[O:23])[O:18][C:19]([CH3:20])([CH3:21])[CH3:22])[C:10]3=[N:24][N:25]([CH2:27][C:28]4[C:33]([CH3:34])=[C:32]([O:35][CH3:36])[C:31]([CH3:37])=[CH:30][N:29]=4)[N:26]=[C:8]([C:9]=23)[CH:7]=1. (8) Given the reactants [O:1]=[CH:2][C:3]1[CH:11]=[CH:10][C:8]([OH:9])=[C:5]([O:6][CH3:7])[CH:4]=1.C([O-])([O-])=O.[K+].[K+].[CH2:18]([O:20][C:21](=[O:24])[CH2:22]Br)[CH3:19].C(O)C, predict the reaction product. The product is: [CH:2]([C:3]1[CH:11]=[CH:10][C:8]([O:9][CH2:22][C:21]([O:20][CH2:18][CH3:19])=[O:24])=[C:5]([O:6][CH3:7])[CH:4]=1)=[O:1]. (9) Given the reactants [N:1]([CH2:4][C@@H:5]1[CH2:9][CH2:8][CH2:7][N:6]1[C:10]([C:12]1[CH:17]=[CH:16][C:15]([Br:18])=[CH:14][CH:13]=1)=[O:11])=[N+]=[N-].C1(P(C2C=CC=CC=2)C2C=CC=CC=2)C=CC=CC=1, predict the reaction product. The product is: [NH2:1][CH2:4][C@@H:5]1[CH2:9][CH2:8][CH2:7][N:6]1[C:10]([C:12]1[CH:13]=[CH:14][C:15]([Br:18])=[CH:16][CH:17]=1)=[O:11].